Predict which catalyst facilitates the given reaction. From a dataset of Catalyst prediction with 721,799 reactions and 888 catalyst types from USPTO. (1) Reactant: [OH:1][C:2]1[CH:3]=[C:4]([C:20]([NH:22][CH2:23][C:24]2[CH:29]=[CH:28][C:27]([S:30]([CH3:33])(=[O:32])=[O:31])=[CH:26][CH:25]=2)=[O:21])[C:5](=[O:19])[N:6]([C:9]2[CH:14]=[CH:13][CH:12]=[C:11]([C:15]([F:18])([F:17])[F:16])[CH:10]=2)[C:7]=1[CH3:8].[I-].[Li+].N12CCCN=C1CCCCC2.Br[CH2:48][CH2:49][CH2:50][O:51][CH3:52]. Product: [CH3:52][O:51][CH2:50][CH2:49][CH2:48][O:1][C:2]1[CH:3]=[C:4]([C:20]([NH:22][CH2:23][C:24]2[CH:25]=[CH:26][C:27]([S:30]([CH3:33])(=[O:31])=[O:32])=[CH:28][CH:29]=2)=[O:21])[C:5](=[O:19])[N:6]([C:9]2[CH:14]=[CH:13][CH:12]=[C:11]([C:15]([F:16])([F:18])[F:17])[CH:10]=2)[C:7]=1[CH3:8]. The catalyst class is: 3. (2) Reactant: C[N:2]([C:19]1[CH:20]=[N:21][CH:22]=[CH:23][C:24]=1N1CCCCC1C)[C:3](=O)C1C=C(C(F)(F)F)C=C(C(F)(F)F)C=1.[CH3:32][O:33][C:34]1[CH:35]=[N:36][CH:37]=[CH:38][C:39]=1B(O)O.C(=O)([O-])[O-].[K+].[K+]. Product: [CH3:32][O:33][C:34]1[CH:35]=[N:36][CH:37]=[CH:38][C:39]=1[C:24]1[CH:23]=[CH:22][N:21]=[CH:20][C:19]=1[NH:2][CH3:3]. The catalyst class is: 128. (3) Reactant: C(=O)([O-])[O-].[Cs+].[Cs+].[C:7]([OH:10])(=[O:9])[CH3:8].[CH2:11]([C:18]1[C:23]([I:24])=[CH:22][CH:21]=[C:20]([N:25]2[CH2:29][C@H:28]([O:30][CH3:31])[C@@H:27](OS(C3C=CC=C([N+]([O-])=O)C=3)(=O)=O)[CH2:26]2)[N:19]=1)[C:12]1[CH:17]=[CH:16][CH:15]=[CH:14][CH:13]=1. Product: [CH2:11]([C:18]1[C:23]([I:24])=[CH:22][CH:21]=[C:20]([N:25]2[CH2:29][C@H:28]([O:30][CH3:31])[C@H:27]([O:9][C:7](=[O:10])[CH3:8])[CH2:26]2)[N:19]=1)[C:12]1[CH:13]=[CH:14][CH:15]=[CH:16][CH:17]=1. The catalyst class is: 16. (4) The catalyst class is: 210. Product: [Cl:59][C:56]1[CH:57]=[CH:58][C:53]([C:39]2[CH:40]=[C:41]3[CH:47]([C:48]4[O:49][C:65]([CH3:66])=[N:61][N:62]=4)[CH2:46][C:45]([CH3:51])([CH3:52])[O:44][C:42]3=[N:43][C:38]=2[C:33]2[CH:34]=[CH:35][C:36]([Cl:1])=[CH:37][C:32]=2[Cl:31])=[CH:54][CH:55]=1. Reactant: [Cl:1]C1C=CC(C2C=C3C(C(O)=O)CC(C)(C)OC3=NC=2C2C=CC(Cl)=CC=2Cl)=CC=1.[Cl:31][C:32]1[CH:37]=[CH:36][CH:35]=[CH:34][C:33]=1[C:38]1[N:43]=[C:42]2[O:44][C:45]([CH3:52])([CH3:51])[CH2:46][CH:47]([C:48](O)=[O:49])[C:41]2=[CH:40][C:39]=1[C:53]1[CH:58]=[CH:57][C:56]([Cl:59])=[CH:55][CH:54]=1.O[N:61]1[C:65]2[CH:66]=CC=CC=2N=[N:62]1.O.NN.C(Cl)(=O)C.